From a dataset of Reaction yield outcomes from USPTO patents with 853,638 reactions. Predict the reaction yield, written as a fraction of the theoretical maximum amount of product (1.0 means a 100% yield; for example, 0.34 means a 34% yield). (1) The reactants are [CH3:1][C:2]1[O:6][C:5]([C:7]([O:9][CH3:10])=[O:8])=[CH:4][CH:3]=1.[Cl-].[Cl-].[Cl-].[Al+3].[Br:15]Br. The catalyst is C(Cl)(Cl)Cl. The product is [Br:15][C:3]1[CH:4]=[C:5]([C:7]([O:9][CH3:10])=[O:8])[O:6][C:2]=1[CH3:1]. The yield is 0.540. (2) The reactants are CO.[Li+].[BH4-].[Br:5][CH2:6][CH2:7][CH2:8][C:9]([CH3:21])([C:15]1[CH:20]=[CH:19][CH:18]=[CH:17][CH:16]=1)[C:10](OCC)=[O:11].[NH4+].[Cl-]. The catalyst is C(Cl)Cl. The product is [Br:5][CH2:6][CH2:7][CH2:8][C:9]([CH3:21])([C:15]1[CH:20]=[CH:19][CH:18]=[CH:17][CH:16]=1)[CH2:10][OH:11]. The yield is 0.968. (3) The reactants are [Cl:1][C:2]1[CH:16]=[CH:15][C:5]([CH2:6][NH:7][C:8](=[O:14])[CH2:9][C:10]([F:13])([F:12])[F:11])=[CH:4][C:3]=1[CH2:17][OH:18]. The catalyst is CC#N.O=[Mn]=O. The product is [Cl:1][C:2]1[CH:16]=[CH:15][C:5]([CH2:6][NH:7][C:8](=[O:14])[CH2:9][C:10]([F:13])([F:12])[F:11])=[CH:4][C:3]=1[CH:17]=[O:18]. The yield is 1.00. (4) The reactants are [CH:1]1[C:10]2[CH2:9][CH2:8][CH2:7][CH2:6][C:5]=2[CH:4]=[CH:3][N:2]=1.[NH2-:11].[Na+].[OH-].[Na+]. The catalyst is CN(C=O)C. The product is [C:1]1([NH2:11])[C:10]2[CH2:9][CH2:8][CH2:7][CH2:6][C:5]=2[CH:4]=[CH:3][N:2]=1. The yield is 0.460. (5) The reactants are [C:1]([OH:10])(=[O:9])/[CH:2]=[CH:3]\[CH:4]=[CH:5]\[C:6]([OH:8])=[O:7].II. The catalyst is C(OCC)(=O)C. The product is [C:1]([OH:10])(=[O:9])/[CH:2]=[CH:3]/[CH:4]=[CH:5]/[C:6]([OH:8])=[O:7]. The yield is 0.580. (6) The reactants are [F:1][C:2]1[CH:9]=[CH:8][C:5]([CH:6]=O)=[CH:4][C:3]=1[O:10][CH3:11].C(O)(=O)[CH2:13][C:14]([OH:16])=[O:15].N1CCCCC1.Cl. The catalyst is N1C=CC=CC=1.O. The product is [F:1][C:2]1[CH:9]=[CH:8][C:5]([CH:6]=[CH:13][C:14]([OH:16])=[O:15])=[CH:4][C:3]=1[O:10][CH3:11]. The yield is 0.920. (7) The reactants are [CH2:1]([O:3][CH:4]([O:7][CH2:8][CH3:9])[CH2:5][NH2:6])[CH3:2].[C:10]1([CH:16]([C:20]2[CH:25]=[CH:24][CH:23]=[CH:22][CH:21]=2)[CH2:17][CH2:18]Br)[CH:15]=[CH:14][CH:13]=[CH:12][CH:11]=1. No catalyst specified. The product is [CH2:1]([O:3][CH:4]([O:7][CH2:8][CH3:9])[CH2:5][NH:6][CH2:18][CH2:17][CH:16]([C:10]1[CH:15]=[CH:14][CH:13]=[CH:12][CH:11]=1)[C:20]1[CH:25]=[CH:24][CH:23]=[CH:22][CH:21]=1)[CH3:2]. The yield is 0.610. (8) The reactants are [Cl:1][C:2]1[N:3]=[C:4](Cl)[C:5]2[CH2:10][O:9][CH:8]([C:11]3[CH:16]=[CH:15][C:14]([F:17])=[CH:13][CH:12]=3)[C:6]=2[N:7]=1.CC[N:21]([CH:25]([CH3:27])[CH3:26])C(C)C.[CH2:28]1COC[CH2:29]1. No catalyst specified. The product is [Cl:1][C:2]1[N:3]=[C:4]([NH:21][C@@H:25]([CH:26]2[CH2:29][CH2:28]2)[CH3:27])[C:5]2[CH2:10][O:9][CH:8]([C:11]3[CH:16]=[CH:15][C:14]([F:17])=[CH:13][CH:12]=3)[C:6]=2[N:7]=1. The yield is 0.142. (9) The yield is 0.670. The product is [CH2:11]([C:18]1[C:23](=[O:24])[N:22]2[CH:25]=[CH:26][CH:27]=[CH:28][C:21]2=[N:20][C:19]=1[CH:29]=[O:30])[C:12]1[CH:17]=[CH:16][CH:15]=[CH:14][CH:13]=1. The reactants are C(Cl)(=O)C(Cl)=O.CS(C)=O.[CH2:11]([C:18]1[C:23](=[O:24])[N:22]2[CH:25]=[CH:26][CH:27]=[CH:28][C:21]2=[N:20][C:19]=1[CH2:29][OH:30])[C:12]1[CH:17]=[CH:16][CH:15]=[CH:14][CH:13]=1.C(N(CC)CC)C. The catalyst is ClCCl.C(OCC)(=O)C.O.